From a dataset of Peptide-MHC class I binding affinity with 185,985 pairs from IEDB/IMGT. Regression. Given a peptide amino acid sequence and an MHC pseudo amino acid sequence, predict their binding affinity value. This is MHC class I binding data. (1) The peptide sequence is PLTNQRYRV. The MHC is HLA-A03:01 with pseudo-sequence HLA-A03:01. The binding affinity (normalized) is 0.0847. (2) The peptide sequence is HPGFTIMAA. The MHC is HLA-B07:02 with pseudo-sequence HLA-B07:02. The binding affinity (normalized) is 0.822. (3) The binding affinity (normalized) is 0.0896. The peptide sequence is GLITGGRRT. The MHC is HLA-A24:02 with pseudo-sequence HLA-A24:02. (4) The MHC is HLA-A68:02 with pseudo-sequence HLA-A68:02. The peptide sequence is GIYKDNLLL. The binding affinity (normalized) is 0. (5) The peptide sequence is IPFSEGKAL. The MHC is HLA-A30:01 with pseudo-sequence HLA-A30:01. The binding affinity (normalized) is 0.0847. (6) The peptide sequence is NLAAQTHLY. The MHC is HLA-A02:03 with pseudo-sequence HLA-A02:03. The binding affinity (normalized) is 0.0847.